From a dataset of NCI-60 drug combinations with 297,098 pairs across 59 cell lines. Regression. Given two drug SMILES strings and cell line genomic features, predict the synergy score measuring deviation from expected non-interaction effect. (1) Drug 1: C1CC(=O)NC(=O)C1N2CC3=C(C2=O)C=CC=C3N. Drug 2: C1CNP(=O)(OC1)N(CCCl)CCCl. Cell line: SN12C. Synergy scores: CSS=1.54, Synergy_ZIP=-2.36, Synergy_Bliss=-0.535, Synergy_Loewe=-2.79, Synergy_HSA=-2.78. (2) Drug 1: COC1=C(C=C2C(=C1)N=CN=C2NC3=CC(=C(C=C3)F)Cl)OCCCN4CCOCC4. Drug 2: CCC1(CC2CC(C3=C(CCN(C2)C1)C4=CC=CC=C4N3)(C5=C(C=C6C(=C5)C78CCN9C7C(C=CC9)(C(C(C8N6C)(C(=O)OC)O)OC(=O)C)CC)OC)C(=O)OC)O.OS(=O)(=O)O. Cell line: NCIH23. Synergy scores: CSS=43.2, Synergy_ZIP=11.1, Synergy_Bliss=12.2, Synergy_Loewe=11.6, Synergy_HSA=13.5. (3) Drug 1: CCC1(CC2CC(C3=C(CCN(C2)C1)C4=CC=CC=C4N3)(C5=C(C=C6C(=C5)C78CCN9C7C(C=CC9)(C(C(C8N6C=O)(C(=O)OC)O)OC(=O)C)CC)OC)C(=O)OC)O.OS(=O)(=O)O. Drug 2: C1=NNC2=C1C(=O)NC=N2. Cell line: COLO 205. Synergy scores: CSS=-2.42, Synergy_ZIP=0.521, Synergy_Bliss=-3.03, Synergy_Loewe=-3.74, Synergy_HSA=-4.75. (4) Drug 1: C1=C(C(=O)NC(=O)N1)F. Drug 2: COC1=NC(=NC2=C1N=CN2C3C(C(C(O3)CO)O)O)N. Cell line: SK-OV-3. Synergy scores: CSS=19.2, Synergy_ZIP=2.98, Synergy_Bliss=2.07, Synergy_Loewe=-9.52, Synergy_HSA=-1.53. (5) Drug 1: CNC(=O)C1=NC=CC(=C1)OC2=CC=C(C=C2)NC(=O)NC3=CC(=C(C=C3)Cl)C(F)(F)F. Drug 2: CC1=C(C(=O)C2=C(C1=O)N3CC4C(C3(C2COC(=O)N)OC)N4)N. Cell line: RXF 393. Synergy scores: CSS=2.89, Synergy_ZIP=-0.0974, Synergy_Bliss=2.27, Synergy_Loewe=-5.06, Synergy_HSA=-0.414. (6) Drug 1: CC1C(C(=O)NC(C(=O)N2CCCC2C(=O)N(CC(=O)N(C(C(=O)O1)C(C)C)C)C)C(C)C)NC(=O)C3=C4C(=C(C=C3)C)OC5=C(C(=O)C(=C(C5=N4)C(=O)NC6C(OC(=O)C(N(C(=O)CN(C(=O)C7CCCN7C(=O)C(NC6=O)C(C)C)C)C)C(C)C)C)N)C. Drug 2: C1CN(CCN1C(=O)CCBr)C(=O)CCBr. Cell line: RXF 393. Synergy scores: CSS=9.63, Synergy_ZIP=-3.12, Synergy_Bliss=0.915, Synergy_Loewe=-12.4, Synergy_HSA=-1.58.